Dataset: Experimentally validated miRNA-target interactions with 360,000+ pairs, plus equal number of negative samples. Task: Binary Classification. Given a miRNA mature sequence and a target amino acid sequence, predict their likelihood of interaction. (1) The miRNA is hsa-miR-3127-3p with sequence UCCCCUUCUGCAGGCCUGCUGG. The protein sequence of the target gene is MALVPYEETTEFGLQKFHKPLATFSFANHTIQIRQDWRHLGVAAVVWDAAIVLSTYLEMGAVELRGRSAVELGAGTGLVGIVAALLGAHVTITDRKVALEFLKSNVQANLPPHIQTKTVVKELTWGQNLGSFSPGEFDLILGADIIYLEETFTDLLQTLEHLCSNHSVILLACRIRYERDNNFLAMLERQFTVRKVHYDPEKDVHIYEAQKRNQKEDL. Result: 1 (interaction). (2) Result: 0 (no interaction). The protein sequence of the target gene is MTRGNQRELARQKNMKKQSDSVKGKRRDDGLSAAARKQRDSEIMQQKQKKANEKKEEPK. The miRNA is hsa-miR-1206 with sequence UGUUCAUGUAGAUGUUUAAGC.